This data is from Full USPTO retrosynthesis dataset with 1.9M reactions from patents (1976-2016). The task is: Predict the reactants needed to synthesize the given product. The reactants are: [C:1]([C:3]1[C:4]([N:18]2[CH2:23][CH2:22][NH:21][CH2:20][CH2:19]2)=[N:5][C:6]([C:14]([F:17])([F:16])[F:15])=[C:7]([CH:13]=1)[C:8]([O:10][CH2:11][CH3:12])=[O:9])#[N:2].[N:24]([CH2:27][C:28]1[CH:33]=[CH:32][C:31]([CH3:34])=[CH:30][CH:29]=1)=[C:25]=[O:26]. Given the product [C:1]([C:3]1[C:4]([N:18]2[CH2:23][CH2:22][N:21]([C:25]([NH:24][CH2:27][C:28]3[CH:33]=[CH:32][C:31]([CH3:34])=[CH:30][CH:29]=3)=[O:26])[CH2:20][CH2:19]2)=[N:5][C:6]([C:14]([F:15])([F:17])[F:16])=[C:7]([CH:13]=1)[C:8]([O:10][CH2:11][CH3:12])=[O:9])#[N:2], predict the reactants needed to synthesize it.